The task is: Predict the product of the given reaction.. This data is from Forward reaction prediction with 1.9M reactions from USPTO patents (1976-2016). (1) The product is: [C:1]([N:4]1[CH:13]=[CH:12][C:11]2[C:6](=[C:7]([O:15][CH3:25])[CH:8]=[CH:9][C:10]=2[F:14])[CH:5]1[C:16]([O:18][CH2:19][CH3:20])=[O:17])(=[O:3])[CH3:2]. Given the reactants [C:1]([N:4]1[CH:13]=[CH:12][C:11]2[C:6](=[C:7]([OH:15])[CH:8]=[CH:9][C:10]=2[F:14])[CH:5]1[C:16]([O:18][CH2:19][CH3:20])=[O:17])(=[O:3])[CH3:2].S(OC)(O[CH3:25])(=O)=O.[H-].[Na+], predict the reaction product. (2) Given the reactants [C:1](/[C:3](=[CH:9]\[C:10]1[C:15]([O:16][CH3:17])=[CH:14][CH:13]=[CH:12][C:11]=1[O:18][CH3:19])/[C:4]([O:6][CH2:7][CH3:8])=[O:5])#[N:2].[C:20]1([Mg]Br)[C:29]2[C:24](=[CH:25][CH:26]=[CH:27][CH:28]=2)[CH:23]=[CH:22][CH:21]=1, predict the reaction product. The product is: [C:1]([CH:3]([CH:9]([C:10]1[C:11]([O:18][CH3:19])=[CH:12][CH:13]=[CH:14][C:15]=1[O:16][CH3:17])[C:28]1[C:29]2[C:24](=[CH:23][CH:22]=[CH:21][CH:20]=2)[CH:25]=[CH:26][CH:27]=1)[C:4]([O:6][CH2:7][CH3:8])=[O:5])#[N:2]. (3) Given the reactants [H-].[Al+3].[Li+].[H-].[H-].[H-].[S:7]1[CH:11]=[CH:10][C:9]2[C:12]([C:16]#[N:17])=[CH:13][CH:14]=[CH:15][C:8]1=2.O.[OH-].[Na+], predict the reaction product. The product is: [NH2:17][CH2:16][C:12]1[C:9]2[CH:10]=[CH:11][S:7][C:8]=2[CH:15]=[CH:14][CH:13]=1.